This data is from Catalyst prediction with 721,799 reactions and 888 catalyst types from USPTO. The task is: Predict which catalyst facilitates the given reaction. (1) Reactant: [OH:1][C:2]1[CH:3]=[C:4]2[C:8](=[CH:9][CH:10]=1)[NH:7][CH:6]=[CH:5]2.CCN(CC)CC.[CH3:18][S:19](Cl)(=[O:21])=[O:20]. Product: [CH3:18][S:19]([O:1][C:2]1[CH:3]=[C:4]2[C:8](=[CH:9][CH:10]=1)[NH:7][CH:6]=[CH:5]2)(=[O:21])=[O:20]. The catalyst class is: 79. (2) Reactant: [CH3:1][C:2]1[C:11](=[O:12])[C:10]2[C:5](=[CH:6][CH:7]=[CH:8][CH:9]=2)[O:4][C:3]=1[NH:13][CH2:14][C:15]1[CH:20]=[CH:19][C:18]([CH2:21][CH2:22][CH2:23][CH2:24]OS(C2C=CC(C)=CC=2)(=O)=O)=[CH:17][CH:16]=1.[F-].[K+].C(O)(C(F)(F)[F:41])=O. Product: [F:41][CH2:24][CH2:23][CH2:22][CH2:21][C:18]1[CH:19]=[CH:20][C:15]([CH2:14][NH:13][C:3]2[O:4][C:5]3[C:10]([C:11](=[O:12])[C:2]=2[CH3:1])=[CH:9][CH:8]=[CH:7][CH:6]=3)=[CH:16][CH:17]=1. The catalyst class is: 47. (3) Reactant: O[Li].O.C([O:6][C:7](=[O:18])[CH2:8][NH:9][C:10](=[O:17])[C:11]1[CH:16]=[CH:15][CH:14]=[CH:13][CH:12]=1)C.C1COCC1.O. Product: [C:10]([NH:9][CH2:8][C:7]([OH:18])=[O:6])(=[O:17])[C:11]1[CH:16]=[CH:15][CH:14]=[CH:13][CH:12]=1. The catalyst class is: 5. (4) Reactant: [Cl:1][C:2]1[CH:27]=[CH:26][C:5]([O:6][C:7]2[CH:12]=[CH:11][C:10]([C:13]([OH:21])([CH3:20])[CH2:14][N:15]3[CH:19]=[N:18][CH:17]=[N:16]3)=[C:9]([C:22]([F:25])([F:24])[F:23])[CH:8]=2)=[CH:4][CH:3]=1.[H-].[Na+].[CH2:30](Br)[CH:31]=[CH2:32].[Cl-].[Na+]. Product: [CH2:32]([O:21][C:13]([C:10]1[CH:11]=[CH:12][C:7]([O:6][C:5]2[CH:4]=[CH:3][C:2]([Cl:1])=[CH:27][CH:26]=2)=[CH:8][C:9]=1[C:22]([F:25])([F:23])[F:24])([CH3:20])[CH2:14][N:15]1[CH:19]=[N:18][CH:17]=[N:16]1)[CH:31]=[CH2:30]. The catalyst class is: 1. (5) Reactant: CN(C(ON1N=NC2C=CC=NC1=2)=[N+](C)C)C.F[P-](F)(F)(F)(F)F.[Cl:25][C:26]1[C:30]([CH:31]=[O:32])=[CH:29][NH:28][C:27]=1[C:33]([OH:35])=O.[NH2:36][CH2:37][C:38]1[C:39]([F:55])=[C:40]([O:45][C:46]2[CH:47]=[C:48]([CH:51]=[C:52]([Cl:54])[CH:53]=2)[C:49]#[N:50])[C:41]([Cl:44])=[CH:42][CH:43]=1.CCN(C(C)C)C(C)C. Product: [Cl:25][C:26]1[C:30]([CH:31]=[O:32])=[CH:29][NH:28][C:27]=1[C:33]([NH:36][CH2:37][C:38]1[CH:43]=[CH:42][C:41]([Cl:44])=[C:40]([O:45][C:46]2[CH:47]=[C:48]([C:49]#[N:50])[CH:51]=[C:52]([Cl:54])[CH:53]=2)[C:39]=1[F:55])=[O:35]. The catalyst class is: 3.